The task is: Predict the reaction yield, written as a fraction of the theoretical maximum amount of product (1.0 means a 100% yield; for example, 0.34 means a 34% yield).. This data is from Buchwald-Hartwig C-N cross coupling reaction yields with 55,370 reactions. (1) The reactants are FC(F)(F)c1ccc(I)cc1.Cc1ccc(N)cc1.O=S(=O)(O[Pd]1c2ccccc2-c2ccccc2N~1)C(F)(F)F.CC(C)c1cc(C(C)C)c(-c2ccccc2P(C2CCCCC2)C2CCCCC2)c(C(C)C)c1.CN(C)C(=NC(C)(C)C)N(C)C.Cc1cc(C)on1. No catalyst specified. The product is Cc1ccc(Nc2ccc(C(F)(F)F)cc2)cc1. The yield is 0.319. (2) The reactants are COc1ccc(Br)cc1.Cc1ccc(N)cc1.O=S(=O)(O[Pd]1c2ccccc2-c2ccccc2N~1)C(F)(F)F.COc1ccc(OC)c(P(C(C)(C)C)C(C)(C)C)c1-c1c(C(C)C)cc(C(C)C)cc1C(C)C.CN(C)C(=NC(C)(C)C)N(C)C.Cc1ccon1. No catalyst specified. The product is COc1ccc(Nc2ccc(C)cc2)cc1. The yield is 0.476. (3) The reactants are COc1ccc(Br)cc1.Cc1ccc(N)cc1.O=S(=O)(O[Pd]1c2ccccc2-c2ccccc2N~1)C(F)(F)F.COc1ccc(OC)c(P([C@]23C[C@H]4C[C@H](C[C@H](C4)C2)C3)[C@]23C[C@H]4C[C@H](C[C@H](C4)C2)C3)c1-c1c(C(C)C)cc(C(C)C)cc1C(C)C.CN(C)C(=NC(C)(C)C)N(C)C.Fc1cccc(F)c1-c1ccno1. No catalyst specified. The product is COc1ccc(Nc2ccc(C)cc2)cc1. The yield is 0.150. (4) The yield is 0.0168. No catalyst specified. The product is COc1ccc(Nc2ccc(C)cc2)cc1. The reactants are COc1ccc(Cl)cc1.Cc1ccc(N)cc1.O=S(=O)(O[Pd]1c2ccccc2-c2ccccc2N~1)C(F)(F)F.COc1ccc(OC)c(P([C@]23C[C@H]4C[C@H](C[C@H](C4)C2)C3)[C@]23C[C@H]4C[C@H](C[C@H](C4)C2)C3)c1-c1c(C(C)C)cc(C(C)C)cc1C(C)C.CN1CCCN2CCCN=C12.CCOC(=O)c1cnoc1. (5) The reactants are Clc1cccnc1.Cc1ccc(N)cc1.O=S(=O)(O[Pd]1c2ccccc2-c2ccccc2N~1)C(F)(F)F.COc1ccc(OC)c(P(C(C)(C)C)C(C)(C)C)c1-c1c(C(C)C)cc(C(C)C)cc1C(C)C.CN(C)C(=NC(C)(C)C)N(C)C.CCOC(=O)c1ccon1. No catalyst specified. The product is Cc1ccc(Nc2cccnc2)cc1. The yield is 0.184. (6) The reactants are COc1ccc(I)cc1.Cc1ccc(N)cc1.O=S(=O)(O[Pd]1c2ccccc2-c2ccccc2N~1)C(F)(F)F.CC(C)c1cc(C(C)C)c(-c2ccccc2P(C(C)(C)C)C(C)(C)C)c(C(C)C)c1.CN(C)C(=NC(C)(C)C)N(C)C.CCOC(=O)c1cc(OC)no1. No catalyst specified. The product is COc1ccc(Nc2ccc(C)cc2)cc1. The yield is 0.343. (7) No catalyst specified. The yield is 0.353. The product is COc1ccc(Nc2ccc(C)cc2)cc1. The reactants are COc1ccc(I)cc1.Cc1ccc(N)cc1.O=S(=O)(O[Pd]1c2ccccc2-c2ccccc2N~1)C(F)(F)F.COc1ccc(OC)c(P(C(C)(C)C)C(C)(C)C)c1-c1c(C(C)C)cc(C(C)C)cc1C(C)C.CN1CCCN2CCCN=C12.c1ccc2nocc2c1. (8) The reactants are COc1ccc(Cl)cc1.Cc1ccc(N)cc1.O=S(=O)(O[Pd]1c2ccccc2-c2ccccc2N~1)C(F)(F)F.CC(C)c1cc(C(C)C)c(-c2ccccc2P(C(C)(C)C)C(C)(C)C)c(C(C)C)c1.CN(C)C(=NC(C)(C)C)N(C)C.Cc1cc(C)on1. No catalyst specified. The product is COc1ccc(Nc2ccc(C)cc2)cc1. The yield is 0.00963.